From a dataset of Peptide-MHC class II binding affinity with 134,281 pairs from IEDB. Regression. Given a peptide amino acid sequence and an MHC pseudo amino acid sequence, predict their binding affinity value. This is MHC class II binding data. (1) The peptide sequence is LMIMKSNQKNMFLKV. The MHC is DRB5_0101 with pseudo-sequence DRB5_0101. The binding affinity (normalized) is 0.628. (2) The binding affinity (normalized) is 0.894. The MHC is DRB1_1302 with pseudo-sequence DRB1_1302. The peptide sequence is LLTWIKMLAAKNLPI. (3) The peptide sequence is VDRDTARRHLAEGKV. The binding affinity (normalized) is 0. The MHC is HLA-DQA10201-DQB10402 with pseudo-sequence HLA-DQA10201-DQB10402. (4) The peptide sequence is KDVTFRNITGTSSTP. The MHC is DRB1_0901 with pseudo-sequence DRB1_0901. The binding affinity (normalized) is 0.412. (5) The peptide sequence is YLGLEVLTRARAALT. The binding affinity (normalized) is 0.194. The MHC is DRB1_0802 with pseudo-sequence DRB1_0802. (6) The peptide sequence is YAKMRSAHTNDVKQL. The MHC is HLA-DPA10201-DPB10101 with pseudo-sequence HLA-DPA10201-DPB10101. The binding affinity (normalized) is 0.224.